Dataset: Reaction yield outcomes from USPTO patents with 853,638 reactions. Task: Predict the reaction yield, written as a fraction of the theoretical maximum amount of product (1.0 means a 100% yield; for example, 0.34 means a 34% yield). (1) The reactants are CC(OC(/N=N/C(OC(C)C)=O)=O)C.[Cl:15][C:16]1[CH:17]=[CH:18][C:19](=[O:22])[NH:20][N:21]=1.O[CH2:24][C:25]1[CH:26]=[C:27]2[C:31](=[CH:32][CH:33]=1)[N:30]([C:34]([O:36][C:37]([CH3:40])([CH3:39])[CH3:38])=[O:35])[N:29]=[C:28]2[C:41]1[N:42]=[N:43][N:44]([C:46]2[CH:51]=[CH:50][C:49]([C:52]([N:54]3[CH2:59][CH2:58][O:57][CH2:56][CH2:55]3)=[O:53])=[CH:48][CH:47]=2)[CH:45]=1.C1(P(C2C=CC=CC=2)C2C=CC=CC=2)C=CC=CC=1. The catalyst is C(Cl)Cl. The product is [Cl:15][C:16]1[CH:17]=[CH:18][C:19](=[O:22])[N:20]([CH2:24][C:25]2[CH:26]=[C:27]3[C:31](=[CH:32][CH:33]=2)[N:30]([C:34]([O:36][C:37]([CH3:40])([CH3:38])[CH3:39])=[O:35])[N:29]=[C:28]3[C:41]2[N:42]=[N:43][N:44]([C:46]3[CH:51]=[CH:50][C:49]([C:52]([N:54]4[CH2:59][CH2:58][O:57][CH2:56][CH2:55]4)=[O:53])=[CH:48][CH:47]=3)[CH:45]=2)[N:21]=1. The yield is 0.660. (2) The reactants are Br[C:2]1[C:10]2[O:9][CH2:8][CH:7]([C:11]3[CH:16]=[CH:15][C:14]([CH:17]([CH3:19])[CH3:18])=[CH:13][CH:12]=3)[C:6]=2[C:5]([CH3:20])=[C:4]([NH:21][C:22](=[O:28])[CH2:23][C:24]([CH3:27])([CH3:26])[CH3:25])[C:3]=1[CH3:29].[F:30][C:31]1[N:36]=[CH:35][C:34](B(O)O)=[CH:33][CH:32]=1. The catalyst is CCCCCC.C(OCC)(=O)C. The product is [F:30][C:31]1[N:36]=[CH:35][C:34]([C:2]2[C:10]3[O:9][CH2:8][CH:7]([C:11]4[CH:16]=[CH:15][C:14]([CH:17]([CH3:18])[CH3:19])=[CH:13][CH:12]=4)[C:6]=3[C:5]([CH3:20])=[C:4]([NH:21][C:22](=[O:28])[CH2:23][C:24]([CH3:27])([CH3:26])[CH3:25])[C:3]=2[CH3:29])=[CH:33][CH:32]=1. The yield is 0.580. (3) The reactants are [CH2:1]([N:3]1[C:12]2[C:11](=[N:13][C:14]#[N:15])[NH:10][CH2:9][C:8]([C:16]3[CH:21]=[CH:20][C:19]([O:22]C)=[CH:18][CH:17]=3)=[N:7][C:6]=2[C:5]([CH3:24])=[N:4]1)[CH3:2].B(Br)(Br)Br. The catalyst is ClCCl. The product is [CH2:1]([N:3]1[C:12]2[C:11](=[N:13][C:14]#[N:15])[NH:10][CH2:9][C:8]([C:16]3[CH:17]=[CH:18][C:19]([OH:22])=[CH:20][CH:21]=3)=[N:7][C:6]=2[C:5]([CH3:24])=[N:4]1)[CH3:2]. The yield is 0.370. (4) The reactants are [Br:1][C:2]1[CH:3]=[CH:4][C:5]2[C:11](=[O:12])[CH2:10][CH2:9][CH2:8][CH2:7][C:6]=2[CH:13]=1.[N:14](OCCC(C)C)=[O:15]. The catalyst is CCOCC.O1CCCC1.Cl.CCOCC. The product is [Br:1][C:2]1[CH:3]=[CH:4][C:5]2[C:11](=[O:12])/[C:10](=[N:14]/[OH:15])/[CH2:9][CH2:8][CH2:7][C:6]=2[CH:13]=1. The yield is 0.640.